From a dataset of NCI-60 drug combinations with 297,098 pairs across 59 cell lines. Regression. Given two drug SMILES strings and cell line genomic features, predict the synergy score measuring deviation from expected non-interaction effect. Cell line: TK-10. Drug 1: C1=CC(=CC=C1C#N)C(C2=CC=C(C=C2)C#N)N3C=NC=N3. Synergy scores: CSS=-14.3, Synergy_ZIP=7.03, Synergy_Bliss=1.85, Synergy_Loewe=-9.81, Synergy_HSA=-12.9. Drug 2: CC1=C2C(C(=O)C3(C(CC4C(C3C(C(C2(C)C)(CC1OC(=O)C(C(C5=CC=CC=C5)NC(=O)OC(C)(C)C)O)O)OC(=O)C6=CC=CC=C6)(CO4)OC(=O)C)O)C)O.